This data is from Kir2.1 potassium channel HTS with 301,493 compounds. The task is: Binary Classification. Given a drug SMILES string, predict its activity (active/inactive) in a high-throughput screening assay against a specified biological target. (1) The compound is Clc1cc2c(n(c(c2)C(=O)Nc2ccc(Cl)cc2)C)cc1. The result is 0 (inactive). (2) The result is 1 (active). The drug is S(c1ccc(CNCC(O)c2ccccc2)cc1)C. (3) The molecule is Clc1ccc(N2CCN(CC2)C(=O)CCCC=2Nc3c(S(=O)(=O)N2)cccc3)cc1. The result is 0 (inactive). (4) The compound is FC(F)(F)c1nn(c2c1CCCC2)c1ccc(cc1)C(O)=O. The result is 0 (inactive). (5) The drug is O(c1cc(c2nn(nn2)CC(=O)Nc2cc(OC)cc(OC)c2)ccc1OCC)CC. The result is 0 (inactive).